Task: Predict the reactants needed to synthesize the given product.. Dataset: Full USPTO retrosynthesis dataset with 1.9M reactions from patents (1976-2016) (1) Given the product [F:14][C:11]1[CH:10]=[CH:9][C:8]([C:6]2[O:7][N:18]=[CH:17][C:5]=2[C:3]([O:2][CH3:1])=[O:4])=[CH:13][CH:12]=1, predict the reactants needed to synthesize it. The reactants are: [CH3:1][O:2][C:3]([CH2:5][C:6]([C:8]1[CH:13]=[CH:12][C:11]([F:14])=[CH:10][CH:9]=1)=[O:7])=[O:4].CO[CH:17](OC)[N:18](C)C. (2) Given the product [Br:30][C:24]1[CH:23]=[C:22]([CH:27]=[C:26]([CH2:28][OH:29])[CH:25]=1)[O:21][CH2:20][CH2:19][CH2:18][CH2:17][CH2:16][CH2:15][C:11]1[C:10]([CH2:31][CH2:32][C:33]([OH:35])=[O:34])=[C:9]([CH:14]=[CH:13][CH:12]=1)[O:8][CH2:7][CH2:6][CH2:5][C:4]([OH:38])=[O:3], predict the reactants needed to synthesize it. The reactants are: C([O:3][C:4](=[O:38])[CH2:5][CH2:6][CH2:7][O:8][C:9]1[CH:14]=[CH:13][CH:12]=[C:11]([CH2:15][CH2:16][CH2:17][CH2:18][CH2:19][CH2:20][O:21][C:22]2[CH:27]=[C:26]([CH2:28][OH:29])[CH:25]=[C:24]([Br:30])[CH:23]=2)[C:10]=1[CH2:31][CH2:32][C:33]([O:35]CC)=[O:34])C.[OH-].[Na+]. (3) Given the product [CH3:27][O:28][C:29]([C:31]1[N:32]=[C:33]([NH:36][C:37](=[O:48])[C@@H:38]([NH:47][C:10](=[O:11])[C@H:9]([NH:8][C:6]([O:5][C:1]([CH3:4])([CH3:3])[CH3:2])=[O:7])[C:13]2[CH:14]=[CH:15][C:16]([NH:19][C:20]([O:22][C:23]([CH3:26])([CH3:24])[CH3:25])=[O:21])=[CH:17][CH:18]=2)[C@H:39]([C:41]2[CH:42]=[CH:43][CH:44]=[CH:45][CH:46]=2)[CH3:40])[S:34][CH:35]=1)=[O:30], predict the reactants needed to synthesize it. The reactants are: [C:1]([O:5][C:6]([NH:8][C@H:9]([C:13]1[CH:18]=[CH:17][C:16]([NH:19][C:20]([O:22][C:23]([CH3:26])([CH3:25])[CH3:24])=[O:21])=[CH:15][CH:14]=1)[C:10](O)=[O:11])=[O:7])([CH3:4])([CH3:3])[CH3:2].[CH3:27][O:28][C:29]([C:31]1[N:32]=[C:33]([NH:36][C:37](=[O:48])[C@@H:38]([NH2:47])[C@H:39]([C:41]2[CH:46]=[CH:45][CH:44]=[CH:43][CH:42]=2)[CH3:40])[S:34][CH:35]=1)=[O:30].Cl.CN(C)CCCN=C=NCC. (4) Given the product [CH3:1][C:2]1[CH:7]=[CH:6][C:5]([C:8]2[O:9][C:10]([CH3:13])=[N:11][N:12]=2)=[CH:4][C:3]=1[C:14]1[CH:15]=[CH:16][C:17]([C:20]([NH:29][CH2:28][C:27]2[CH:30]=[CH:31][C:24]([CH3:23])=[CH:25][CH:26]=2)=[O:22])=[CH:18][CH:19]=1, predict the reactants needed to synthesize it. The reactants are: [CH3:1][C:2]1[CH:7]=[CH:6][C:5]([C:8]2[O:9][C:10]([CH3:13])=[N:11][N:12]=2)=[CH:4][C:3]=1[C:14]1[CH:19]=[CH:18][C:17]([C:20]([OH:22])=O)=[CH:16][CH:15]=1.[CH3:23][C:24]1[CH:31]=[CH:30][C:27]([CH2:28][NH2:29])=[CH:26][CH:25]=1. (5) Given the product [CH2:3]([N:2]([CH2:6][C:7]1[N:12]=[C:11]([C:13]([F:16])([F:14])[F:15])[N:10]=[C:9]([C:17]([OH:19])=[O:18])[CH:8]=1)[CH3:1])[CH3:4], predict the reactants needed to synthesize it. The reactants are: [CH3:1][NH:2][CH2:3][CH3:4].Br[CH2:6][C:7]1[N:12]=[C:11]([C:13]([F:16])([F:15])[F:14])[N:10]=[C:9]([C:17]([O:19]CC)=[O:18])[CH:8]=1.O.[OH-].[Li+].Cl.